This data is from Forward reaction prediction with 1.9M reactions from USPTO patents (1976-2016). The task is: Predict the product of the given reaction. (1) Given the reactants [CH3:1][S:2][C:3]1[NH:4][C:5](=O)[C:6]([NH:9][C:10](=[O:18])[CH2:11][C:12]2[CH:17]=[CH:16][CH:15]=[CH:14][CH:13]=2)=[CH:7][N:8]=1.C(N(CC)CC)C.P(Cl)(Cl)([Cl:29])=O.C(=O)([O-])O.[Na+], predict the reaction product. The product is: [Cl:29][C:5]1[C:6]([NH:9][C:10](=[O:18])[CH2:11][C:12]2[CH:17]=[CH:16][CH:15]=[CH:14][CH:13]=2)=[CH:7][N:8]=[C:3]([S:2][CH3:1])[N:4]=1. (2) Given the reactants C(OC([NH:8][C:9]1[CH:14]=[CH:13][C:12](B(O)O)=[CH:11][CH:10]=1)=O)(C)(C)C.Br[C:19]1[CH:20]=[C:21]([C:26]#[N:27])[C:22]([NH2:25])=[N:23][CH:24]=1.C(=O)([O-])[O-].[Na+].[Na+], predict the reaction product. The product is: [NH2:25][C:22]1[N:23]=[CH:24][C:19]([C:12]2[CH:11]=[CH:10][C:9]([NH2:8])=[CH:14][CH:13]=2)=[CH:20][C:21]=1[C:26]#[N:27]. (3) Given the reactants [F:1][C:2]([F:45])([F:44])[C:3]1[CH:4]=[C:5]([C:13]([CH3:43])([CH3:42])[C:14]([N:16]([CH3:41])[C:17]2[C:18]([C:34]3[CH:39]=[CH:38][CH:37]=[CH:36][C:35]=3[CH3:40])=[CH:19][C:20]([N:23]3[CH2:27][C:26](=[O:28])[CH2:25][C@H:24]3[CH2:29][O:30]C(=O)C)=[N:21][CH:22]=2)=[O:15])[CH:6]=[C:7]([C:9]([F:12])([F:11])[F:10])[CH:8]=1.C[O-].[Na+], predict the reaction product. The product is: [F:45][C:2]([F:1])([F:44])[C:3]1[CH:4]=[C:5]([C:13]([CH3:42])([CH3:43])[C:14]([N:16]([C:17]2[CH:22]=[N:21][C:20]([N:23]3[CH2:27][C:26](=[O:28])[CH2:25][C@H:24]3[CH2:29][OH:30])=[CH:19][C:18]=2[C:34]2[CH:39]=[CH:38][CH:37]=[CH:36][C:35]=2[CH3:40])[CH3:41])=[O:15])[CH:6]=[C:7]([C:9]([F:12])([F:10])[F:11])[CH:8]=1.